This data is from Reaction yield outcomes from USPTO patents with 853,638 reactions. The task is: Predict the reaction yield, written as a fraction of the theoretical maximum amount of product (1.0 means a 100% yield; for example, 0.34 means a 34% yield). (1) The reactants are [OH:1][C:2]1[C:7]([CH:8]([CH3:10])[CH3:9])=[CH:6][C:5]([C:11](=O)[CH2:12][CH2:13][C:14]([O:16]C)=[O:15])=[CH:4][C:3]=1[CH:19]([CH3:21])[CH3:20].[H][H].[OH-].[K+]. The catalyst is C(O)C.[Pd]. The product is [OH:1][C:2]1[C:3]([CH:19]([CH3:21])[CH3:20])=[CH:4][C:5]([CH2:11][CH2:12][CH2:13][C:14]([OH:16])=[O:15])=[CH:6][C:7]=1[CH:8]([CH3:10])[CH3:9]. The yield is 0.910. (2) The reactants are [CH3:1][O:2][C:3]1[CH:4]=[C:5]([N:26]2[CH2:31][CH2:30]S[CH2:28][CH2:27]2)[CH:6]=[CH:7][C:8]=1[C:9]1[O:10][C:11]([C:14]2[C:15]([C:20]3[CH:25]=[CH:24][CH:23]=[CH:22][CH:21]=3)=[N:16][O:17][C:18]=2[CH3:19])=[N:12][N:13]=1.O[O:33][S:34]([O-:36])=O.[K+].S(=O)(O)[O-].[Na+].C(=O)([O-])[O-].[Na+].[Na+]. The catalyst is ClCCl.CO. The product is [CH3:1][O:2][C:3]1[CH:4]=[C:5]([N:26]2[CH2:31][CH2:30][S:34](=[O:36])(=[O:33])[CH2:28][CH2:27]2)[CH:6]=[CH:7][C:8]=1[C:9]1[O:10][C:11]([C:14]2[C:15]([C:20]3[CH:21]=[CH:22][CH:23]=[CH:24][CH:25]=3)=[N:16][O:17][C:18]=2[CH3:19])=[N:12][N:13]=1. The yield is 0.690. (3) The reactants are [Br:1][C:2]1[C:3]([O:12][CH3:13])=[N:4][CH:5]=[C:6]([CH:11]=1)[C:7](OC)=[O:8].[Li+].[BH4-].CO.[OH-].[Na+]. The catalyst is C1COCC1.O. The product is [Br:1][C:2]1[CH:11]=[C:6]([CH2:7][OH:8])[CH:5]=[N:4][C:3]=1[O:12][CH3:13]. The yield is 0.840. (4) The reactants are [Cl:1][C:2]1[N:7]=[C:6]([NH:8][C:9]2[CH:14]=[CH:13][C:12]([O:15][CH3:16])=[CH:11][C:10]=2[NH:17][S:18]([CH3:21])(=[O:20])=[O:19])[C:5]([Cl:22])=[CH:4][N:3]=1.Br[CH2:24][C:25]#[N:26].C(=O)([O-])[O-].[K+].[K+]. The catalyst is CN(C=O)C.O. The product is [C:25]([CH2:24][N:17]([C:10]1[CH:11]=[C:12]([O:15][CH3:16])[CH:13]=[CH:14][C:9]=1[NH:8][C:6]1[C:5]([Cl:22])=[CH:4][N:3]=[C:2]([Cl:1])[N:7]=1)[S:18]([CH3:21])(=[O:19])=[O:20])#[N:26]. The yield is 0.750.